From a dataset of Catalyst prediction with 721,799 reactions and 888 catalyst types from USPTO. Predict which catalyst facilitates the given reaction. (1) Reactant: [N+:1]([C:4]1[CH:9]=[CH:8][C:7]([CH2:10][S:11](Cl)(=[O:13])=[O:12])=[CH:6][CH:5]=1)([O-:3])=[O:2].[CH3:15][C@H:16]1[CH2:21][NH:20][CH2:19][C@@H:18]([CH3:22])[NH:17]1.C(N(CC)CC)C. Product: [CH3:15][C@H:16]1[NH:17][C@@H:18]([CH3:22])[CH2:19][N:20]([S:11]([CH2:10][C:7]2[CH:8]=[CH:9][C:4]([N+:1]([O-:3])=[O:2])=[CH:5][CH:6]=2)(=[O:13])=[O:12])[CH2:21]1. The catalyst class is: 2. (2) Reactant: [NH:1]1[C:5]2=[N:6][CH:7]=[CH:8][CH:9]=[C:4]2[C:3]([C:10](=[O:12])[CH3:11])=[CH:2]1.C([O-])([O-])=O.[Cs+].[Cs+].[Cl:19][CH2:20][CH2:21][CH2:22]I. Product: [Cl:19][CH2:20][CH2:21][CH2:22][N:1]1[C:5]2=[N:6][CH:7]=[CH:8][CH:9]=[C:4]2[C:3]([C:10](=[O:12])[CH3:11])=[CH:2]1. The catalyst class is: 23. (3) Reactant: B(F)(F)F.CCOCC.[CH2:10]([O:12][C:13](=[O:33])[C:14]([OH:32])([CH3:31])[CH:15]([C:17]1[CH:22]=[CH:21][C:20]([O:23][CH2:24][C:25]2[CH:30]=[CH:29][CH:28]=[CH:27][CH:26]=2)=[CH:19][CH:18]=1)O)[CH3:11].C([SiH](CC)CC)C. Product: [CH2:10]([O:12][C:13](=[O:33])[C:14]([OH:32])([CH3:31])[CH2:15][C:17]1[CH:22]=[CH:21][C:20]([O:23][CH2:24][C:25]2[CH:26]=[CH:27][CH:28]=[CH:29][CH:30]=2)=[CH:19][CH:18]=1)[CH3:11]. The catalyst class is: 2.